The task is: Predict the reactants needed to synthesize the given product.. This data is from Full USPTO retrosynthesis dataset with 1.9M reactions from patents (1976-2016). (1) Given the product [ClH:1].[NH2:7][CH2:6][C:5]1[CH:18]=[CH:19][C:2]([Cl:1])=[C:3]([CH:20]2[CH2:25][CH2:24][N:23]([C:26]([C:28]3[N:29]([CH2:42][CH2:43][O:44][CH3:45])[C:30]4[C:35]([CH:36]=3)=[CH:34][CH:33]=[CH:32][C:31]=4[O:37][C:38]([F:41])([F:39])[F:40])=[O:27])[CH2:22][CH2:21]2)[CH:4]=1, predict the reactants needed to synthesize it. The reactants are: [Cl:1][C:2]1[CH:19]=[CH:18][C:5]([CH2:6][N:7]2C(=O)C3C(=CC=CC=3)C2=O)=[CH:4][C:3]=1[CH:20]1[CH2:25][CH2:24][N:23]([C:26]([C:28]2[N:29]([CH2:42][CH2:43][O:44][CH3:45])[C:30]3[C:35]([CH:36]=2)=[CH:34][CH:33]=[CH:32][C:31]=3[O:37][C:38]([F:41])([F:40])[F:39])=[O:27])[CH2:22][CH2:21]1.NN. (2) Given the product [CH2:15]([S:22][C:2]1[CH:7]=[CH:6][C:5]([O:8][CH3:9])=[CH:4][N:3]=1)[C:16]1[CH:21]=[CH:20][CH:19]=[CH:18][CH:17]=1, predict the reactants needed to synthesize it. The reactants are: Br[C:2]1[CH:7]=[CH:6][C:5]([O:8][CH3:9])=[CH:4][N:3]=1.[Li]CCCC.[CH2:15]([S:22][S:22][CH2:15][C:16]1[CH:21]=[CH:20][CH:19]=[CH:18][CH:17]=1)[C:16]1[CH:21]=[CH:20][CH:19]=[CH:18][CH:17]=1.[Cl-].[NH4+]. (3) The reactants are: [F:1][C:2]1[CH:29]=[CH:28][CH:27]=[CH:26][C:3]=1[CH2:4][O:5][C:6]1[CH:23]=[CH:22][C:9]([CH2:10][NH:11][CH2:12][CH2:13][NH:14][C:15](=[O:21])[O:16][C:17]([CH3:20])([CH3:19])[CH3:18])=[CH:8][C:7]=1[O:24][CH3:25].[S:30]1[CH:34]=[CH:33][CH:32]=[C:31]1[C:35](Cl)=[O:36].C(N(CC)CC)C. Given the product [F:1][C:2]1[CH:29]=[CH:28][CH:27]=[CH:26][C:3]=1[CH2:4][O:5][C:6]1[CH:23]=[CH:22][C:9]([CH2:10][N:11]([C:35]([C:31]2[S:30][CH:34]=[CH:33][CH:32]=2)=[O:36])[CH2:12][CH2:13][NH:14][C:15](=[O:21])[O:16][C:17]([CH3:20])([CH3:19])[CH3:18])=[CH:8][C:7]=1[O:24][CH3:25], predict the reactants needed to synthesize it. (4) Given the product [CH3:11][C:10]1[N:6]([CH2:5][C:4]2[CH:3]=[C:2]([N:37]3[CH2:38][CH2:39][CH:34]([OH:33])[CH2:35][CH2:36]3)[CH:32]=[CH:31][CH:30]=2)[N:7]=[C:8]([C:12]2[O:16][N:15]=[C:14]([C:17]3[CH:22]=[CH:21][C:20]([C:23]([CH3:29])([CH3:28])[C:24]([F:27])([F:26])[F:25])=[CH:19][CH:18]=3)[N:13]=2)[CH:9]=1, predict the reactants needed to synthesize it. The reactants are: Br[C:2]1[CH:3]=[C:4]([CH:30]=[CH:31][CH:32]=1)[CH2:5][N:6]1[C:10]([CH3:11])=[CH:9][C:8]([C:12]2[O:16][N:15]=[C:14]([C:17]3[CH:22]=[CH:21][C:20]([C:23]([CH3:29])([CH3:28])[C:24]([F:27])([F:26])[F:25])=[CH:19][CH:18]=3)[N:13]=2)=[N:7]1.[OH:33][CH:34]1[CH2:39][CH2:38][NH:37][CH2:36][CH2:35]1.